Dataset: Full USPTO retrosynthesis dataset with 1.9M reactions from patents (1976-2016). Task: Predict the reactants needed to synthesize the given product. (1) Given the product [C:6]([C:5]1[CH:9]=[C:10]([CH:11]=[C:3]([I:2])[CH:4]=1)[C:12]([O:14][CH3:15])=[O:13])(=[O:7])[NH2:24], predict the reactants needed to synthesize it. The reactants are: Cl.[I:2][C:3]1[CH:4]=[C:5]([CH:9]=[C:10]([C:12]([O:14][CH3:15])=[O:13])[CH:11]=1)[C:6]([O-])=[O:7].[Na+].C(Cl)(=O)C(Cl)=O.C[N:24](C=O)C. (2) The reactants are: CC1C=CC(S(O[CH2:12][CH2:13][C:14]2[CH:19]=[CH:18][CH:17]=[C:16]([F:20])[C:15]=2[F:21])(=O)=O)=CC=1.[Li+].[Br-:23]. Given the product [Br:23][CH2:12][CH2:13][C:14]1[CH:19]=[CH:18][CH:17]=[C:16]([F:20])[C:15]=1[F:21], predict the reactants needed to synthesize it.